This data is from Peptide-MHC class I binding affinity with 185,985 pairs from IEDB/IMGT. The task is: Regression. Given a peptide amino acid sequence and an MHC pseudo amino acid sequence, predict their binding affinity value. This is MHC class I binding data. (1) The peptide sequence is ATAHSELAK. The MHC is HLA-A11:01 with pseudo-sequence HLA-A11:01. The binding affinity (normalized) is 0.845. (2) The peptide sequence is FELCDNPFF. The MHC is HLA-B18:01 with pseudo-sequence HLA-B18:01. The binding affinity (normalized) is 0.506.